Dataset: Full USPTO retrosynthesis dataset with 1.9M reactions from patents (1976-2016). Task: Predict the reactants needed to synthesize the given product. Given the product [Br:1][C:2]1[C:10]2[C:5](=[CH:6][CH:7]=[C:8]([N+:11]([O-:13])=[O:12])[CH:9]=2)[N:4]([C:19]([O:21][C:22]([CH3:25])([CH3:24])[CH3:23])=[O:20])[N:3]=1, predict the reactants needed to synthesize it. The reactants are: [Br:1][C:2]1[C:10]2[C:5](=[CH:6][CH:7]=[C:8]([N+:11]([O-:13])=[O:12])[CH:9]=2)[NH:4][N:3]=1.C1COCC1.[C:19](O[C:19]([O:21][C:22]([CH3:25])([CH3:24])[CH3:23])=[O:20])([O:21][C:22]([CH3:25])([CH3:24])[CH3:23])=[O:20].O.